From a dataset of Full USPTO retrosynthesis dataset with 1.9M reactions from patents (1976-2016). Predict the reactants needed to synthesize the given product. (1) Given the product [CH:1]1([NH:7][C:8]([N:17]2[CH2:18][C:14]3[C:13]([NH:19][C:20]4[CH:21]=[N:22][C:23]5[C:28]([CH:29]=4)=[CH:27][CH:26]=[CH:25][CH:24]=5)=[N:12][CH:11]=[N:10][C:15]=3[CH2:16]2)=[O:9])[CH2:6][CH2:5][CH2:4][CH2:3][CH2:2]1, predict the reactants needed to synthesize it. The reactants are: [CH:1]1([N:7]=[C:8]=[O:9])[CH2:6][CH2:5][CH2:4][CH2:3][CH2:2]1.[N:10]1[C:15]2[CH2:16][NH:17][CH2:18][C:14]=2[C:13]([NH:19][C:20]2[CH:21]=[N:22][C:23]3[C:28]([CH:29]=2)=[CH:27][CH:26]=[CH:25][CH:24]=3)=[N:12][CH:11]=1.CN1CCCC1=O. (2) Given the product [Cl:1][C:2]1[CH:7]=[CH:6][C:5]([C:8]#[C:9][C:21]2[C:22]([F:23])=[CH:17][C:18]([F:25])=[CH:19][C:20]=2[F:24])=[CH:4][C:3]=1[NH:10][NH:11][C:12]([O:14][CH3:15])=[O:13], predict the reactants needed to synthesize it. The reactants are: [Cl:1][C:2]1[CH:7]=[CH:6][C:5]([C:8]#[CH:9])=[CH:4][C:3]=1[NH:10][NH:11][C:12]([O:14][CH3:15])=[O:13].Br[C:17]1[C:22]([F:23])=[CH:21][C:20]([F:24])=[CH:19][C:18]=1[F:25]. (3) Given the product [Si:30]([O:37][CH2:38][CH2:39][N:40]([CH:41]([CH3:43])[CH3:42])[C:19]([C:13]1[S:12][C:11]2=[N:10][C:9]([C:23]3[CH:24]=[CH:25][C:26]([Cl:29])=[CH:27][CH:28]=3)([CH3:22])[CH:8]([C:5]3[CH:6]=[CH:7][C:2]([Cl:1])=[CH:3][CH:4]=3)[N:15]2[C:14]=1[CH:16]([CH3:17])[CH3:18])=[O:21])([C:33]([CH3:36])([CH3:35])[CH3:34])([CH3:32])[CH3:31], predict the reactants needed to synthesize it. The reactants are: [Cl:1][C:2]1[CH:7]=[CH:6][C:5]([C@H:8]2[N:15]3[C:11]([S:12][C:13]([C:19]([OH:21])=O)=[C:14]3[CH:16]([CH3:18])[CH3:17])=[N:10][C@:9]2([C:23]2[CH:28]=[CH:27][C:26]([Cl:29])=[CH:25][CH:24]=2)[CH3:22])=[CH:4][CH:3]=1.[Si:30]([O:37][CH2:38][CH2:39][NH:40][CH:41]([CH3:43])[CH3:42])([C:33]([CH3:36])([CH3:35])[CH3:34])([CH3:32])[CH3:31]. (4) The reactants are: [C:1]([C:3]1[CH:14]=[CH:13][C:6]([CH2:7][N:8]2[CH2:12][CH2:11][CH2:10][CH2:9]2)=[CH:5][CH:4]=1)#[CH:2].CCN(C(C)C)C(C)C.[CH3:24][O:25][C:26](=[O:39])[CH:27]=[CH:28][C:29]1[CH:34]=[CH:33][C:32]([CH2:35][N:36]=[N+:37]=[N-:38])=[CH:31][CH:30]=1.O=C1O[C@H]([C@H](CO)O)C([O-])=C1O.[Na+]. Given the product [CH3:24][O:25][C:26](=[O:39])[CH:27]=[CH:28][C:29]1[CH:34]=[CH:33][C:32]([CH2:35][N:36]2[CH:2]=[C:1]([C:3]3[CH:14]=[CH:13][C:6]([CH2:7][N:8]4[CH2:12][CH2:11][CH2:10][CH2:9]4)=[CH:5][CH:4]=3)[N:38]=[N:37]2)=[CH:31][CH:30]=1, predict the reactants needed to synthesize it. (5) Given the product [NH2:1][C:2]1[C:11]2[N:12]=[C:13]([CH2:20][O:21][CH3:22])[N:14]([CH2:15][C:16]([OH:19])([CH3:18])[CH3:17])[C:10]=2[C:9]2[CH:8]=[CH:7][C:6]([CH2:23][CH2:24][C:25]([N:39]([CH3:40])[CH3:38])=[O:26])=[CH:5][C:4]=2[N:3]=1, predict the reactants needed to synthesize it. The reactants are: [NH2:1][C:2]1[C:11]2[N:12]=[C:13]([CH2:20][O:21][CH3:22])[N:14]([CH2:15][C:16]([OH:19])([CH3:18])[CH3:17])[C:10]=2[C:9]2[CH:8]=[CH:7][C:6]([CH2:23][CH2:24][C:25](O)=[O:26])=[CH:5][C:4]=2[N:3]=1.ON1C2C=CC=CC=2N=N1.[CH3:38][N:39](C)[CH2:40]CCN=C=NCC.Cl.CNC. (6) Given the product [Cl:18][C:19]1[CH:24]=[CH:23][C:22]([S:25]([NH:9][CH:7]([C:6]2[C:2]([I:1])=[N:3][N:4]([CH2:10][O:11][CH2:12][CH2:13][Si:14]([CH3:16])([CH3:15])[CH3:17])[CH:5]=2)[CH3:8])(=[O:27])=[O:26])=[CH:21][CH:20]=1, predict the reactants needed to synthesize it. The reactants are: [I:1][C:2]1[C:6]([CH:7]([NH2:9])[CH3:8])=[CH:5][N:4]([CH2:10][O:11][CH2:12][CH2:13][Si:14]([CH3:17])([CH3:16])[CH3:15])[N:3]=1.[Cl:18][C:19]1[CH:24]=[CH:23][C:22]([S:25](Cl)(=[O:27])=[O:26])=[CH:21][CH:20]=1.CCN(CC)CC. (7) Given the product [NH2:8][C:4]1[N:5]=[CH:6][N:7]=[C:2]([NH:15][C@H:16]([C:19]2[N:28]([CH:29]3[CH2:30][CH2:31]3)[C:27](=[O:32])[C:26]3[C:21](=[CH:22][CH:23]=[CH:24][C:25]=3[Cl:33])[N:20]=2)[CH2:17][CH3:18])[C:3]=1[C:9]1[O:10][CH:11]=[C:12]([CH3:14])[N:13]=1, predict the reactants needed to synthesize it. The reactants are: Cl[C:2]1[N:7]=[CH:6][N:5]=[C:4]([NH2:8])[C:3]=1[C:9]1[O:10][CH:11]=[C:12]([CH3:14])[N:13]=1.[NH2:15][C@H:16]([C:19]1[N:28]([CH:29]2[CH2:31][CH2:30]2)[C:27](=[O:32])[C:26]2[C:21](=[CH:22][CH:23]=[CH:24][C:25]=2[Cl:33])[N:20]=1)[CH2:17][CH3:18].CCN(C(C)C)C(C)C.CCOC(C)=O. (8) Given the product [ClH:31].[CH3:1][O:2][CH2:3][CH2:4][O:5][CH2:6][CH2:7][O:8][C:9]1[CH:18]=[C:17]2[C:12]([C:13]([CH:23]3[C:24]4[C:29](=[CH:28][CH:27]=[CH:26][CH:25]=4)[NH:21][C:22]3=[O:30])=[N:14][CH:15]=[N:16]2)=[CH:11][CH:10]=1, predict the reactants needed to synthesize it. The reactants are: [CH3:1][O:2][CH2:3][CH2:4][O:5][CH2:6][CH2:7][O:8][C:9]1[CH:18]=[C:17]2[C:12]([C:13](SC)=[N:14][CH:15]=[N:16]2)=[CH:11][CH:10]=1.[NH:21]1[C:29]2[C:24](=[CH:25][CH:26]=[CH:27][CH:28]=2)[CH2:23][C:22]1=[O:30].[ClH:31].